Dataset: Full USPTO retrosynthesis dataset with 1.9M reactions from patents (1976-2016). Task: Predict the reactants needed to synthesize the given product. (1) Given the product [CH2:23]([CH:8]1[CH2:7][CH2:6][C:5]2[C:10](=[CH:11][CH:12]=[C:3]([O:2][CH3:1])[CH:4]=2)[C:9]1=[O:13])[CH2:24][CH2:25][CH3:26], predict the reactants needed to synthesize it. The reactants are: [CH3:1][O:2][C:3]1[CH:4]=[C:5]2[C:10](=[CH:11][CH:12]=1)[C:9](=[O:13])[CH2:8][CH2:7][CH2:6]2.C([N-]C(C)C)(C)C.[Li+].I[CH2:23][CH2:24][CH2:25][CH3:26]. (2) Given the product [C:1]([O:5][C:6]([N:8]1[CH2:13][CH2:12][C@@H:11]([C:14]2[CH:15]=[CH:16][C:17]([C:20]3[CH:21]=[CH:22][CH:23]=[CH:24][CH:25]=3)=[CH:18][CH:19]=2)[C@H:10]([NH:26][S:41]([CH:39]([CH3:40])[CH3:38])(=[O:43])=[O:42])[CH2:9]1)=[O:7])([CH3:4])([CH3:2])[CH3:3], predict the reactants needed to synthesize it. The reactants are: [C:1]([O:5][C:6]([N:8]1[CH2:13][CH2:12][C@@H:11]([C:14]2[CH:19]=[CH:18][C:17]([C:20]3[CH:25]=[CH:24][CH:23]=[CH:22][CH:21]=3)=[CH:16][CH:15]=2)[C@H:10]([NH2:26])[CH2:9]1)=[O:7])([CH3:4])([CH3:3])[CH3:2].C1CCN2C(=NCCC2)CC1.[CH3:38][CH:39]([S:41](Cl)(=[O:43])=[O:42])[CH3:40]. (3) Given the product [Cl:11][C:2]1[S:1][C:10]2[CH2:9][CH2:8][CH2:7][NH:6][CH2:5][C:4]=2[CH:3]=1, predict the reactants needed to synthesize it. The reactants are: [S:1]1[C:10]2[CH2:9][CH2:8][CH2:7][NH:6][CH2:5][C:4]=2[CH:3]=[CH:2]1.[Cl:11](O)(=O)(=O)=O.ClN1C(=O)CCC1=O.